Dataset: Catalyst prediction with 721,799 reactions and 888 catalyst types from USPTO. Task: Predict which catalyst facilitates the given reaction. (1) The catalyst class is: 78. Reactant: [CH3:1][C:2]1[CH:7]=[CH:6][C:5]([S:8]([O:11][CH2:12][C@H:13]2[O:18][C:17]3[CH:19]=[C:20]([N+:25]([O-])=O)[C:21]([O:23][CH3:24])=[CH:22][C:16]=3[O:15][CH2:14]2)(=[O:10])=[O:9])=[CH:4][CH:3]=1.Cl.[H][H]. Product: [CH3:1][C:2]1[CH:7]=[CH:6][C:5]([S:8]([O:11][CH2:12][CH:13]2[O:18][C:17]3[CH:19]=[C:20]([NH2:25])[C:21]([O:23][CH3:24])=[CH:22][C:16]=3[O:15][CH2:14]2)(=[O:9])=[O:10])=[CH:4][CH:3]=1. (2) Reactant: [O:1]1[C:5]2[CH:6]=[CH:7][C:8]([C:10]3([C:13]([NH:15][C:16]4[S:17][C:18]([C@@H:21]([N:30]5[CH2:34][CH2:33][C@@H:32]([O:35][Si](C(C)(C)C)(C)C)[CH2:31]5)[C:22]5[CH:27]=[CH:26][C:25]([F:28])=[CH:24][C:23]=5[Cl:29])=[CH:19][N:20]=4)=[O:14])[CH2:12][CH2:11]3)=[CH:9][C:4]=2[O:3][CH2:2]1.CCCC[N+](CCCC)(CCCC)CCCC.[F-]. Product: [O:1]1[C:5]2[CH:6]=[CH:7][C:8]([C:10]3([C:13]([NH:15][C:16]4[S:17][C:18]([C@H:21]([C:22]5[CH:27]=[CH:26][C:25]([F:28])=[CH:24][C:23]=5[Cl:29])[N:30]5[CH2:34][CH2:33][C@@H:32]([OH:35])[CH2:31]5)=[CH:19][N:20]=4)=[O:14])[CH2:12][CH2:11]3)=[CH:9][C:4]=2[O:3][CH2:2]1. The catalyst class is: 6. (3) Reactant: [CH:1]1([NH:7][C:8]2[CH:17]=[C:16]3[C:11]([C:12](=[O:33])[C:13](/[CH:23]=[CH:24]/[P:25](=[O:32])([O:29]CC)[O:26]CC)=[CH:14][N:15]3[CH:18]([CH2:21][CH3:22])[CH2:19][CH3:20])=[CH:10][C:9]=2[F:34])[CH2:6][CH2:5][CH2:4][CH2:3][CH2:2]1.Br[Si](C)(C)C.C(O)C. Product: [CH:1]1([NH:7][C:8]2[CH:17]=[C:16]3[C:11]([C:12](=[O:33])[C:13](/[CH:23]=[CH:24]/[P:25](=[O:26])([OH:32])[OH:29])=[CH:14][N:15]3[CH:18]([CH2:19][CH3:20])[CH2:21][CH3:22])=[CH:10][C:9]=2[F:34])[CH2:6][CH2:5][CH2:4][CH2:3][CH2:2]1. The catalyst class is: 22. (4) The catalyst class is: 4. Reactant: [NH2:1][C:2]1[CH:7]=[CH:6][N:5]=[CH:4][CH:3]=1.[C:8](Cl)(=[O:17])[C:9]1[CH:14]=[CH:13][C:12]([O:15][CH3:16])=[CH:11][CH:10]=1.C(N(CC)CC)C. Product: [CH3:16][O:15][C:12]1[CH:13]=[CH:14][C:9]([C:8]([NH:1][C:2]2[CH:7]=[CH:6][N:5]=[CH:4][CH:3]=2)=[O:17])=[CH:10][CH:11]=1. (5) Reactant: [BH4-].[Na+].[C:3]1([C:20]2[CH:25]=[CH:24][CH:23]=[CH:22][CH:21]=2)[CH:8]=[CH:7][CH:6]=[CH:5][C:4]=1[C:9]1[CH:17]=[CH:16][CH:15]=[C:14]2[C:10]=1[CH2:11][CH:12]([CH3:19])[C:13]2=[O:18]. Product: [C:3]1([C:20]2[CH:25]=[CH:24][CH:23]=[CH:22][CH:21]=2)[CH:8]=[CH:7][CH:6]=[CH:5][C:4]=1[C:9]1[CH:17]=[CH:16][CH:15]=[C:14]2[C:10]=1[CH2:11][CH:12]([CH3:19])[CH:13]2[OH:18]. The catalyst class is: 219. (6) Reactant: [F:1][C:2]1[CH:15]=[CH:14][C:13]2[N:12]([S:16]([C:19]3[CH:24]=[CH:23][C:22]([O:25]C)=[CH:21][CH:20]=3)(=[O:18])=[O:17])[CH:11]([CH3:27])[C:10]3[C:5](=[CH:6][CH:7]=[CH:8][CH:9]=3)[C:4]=2[CH:3]=1.C1CCCCC=1.B(Br)(Br)Br. Product: [F:1][C:2]1[CH:15]=[CH:14][C:13]2[N:12]([S:16]([C:19]3[CH:20]=[CH:21][C:22]([OH:25])=[CH:23][CH:24]=3)(=[O:18])=[O:17])[CH:11]([CH3:27])[C:10]3[C:5](=[CH:6][CH:7]=[CH:8][CH:9]=3)[C:4]=2[CH:3]=1. The catalyst class is: 4. (7) Reactant: Cl[C:2]([S:4]Cl)=[O:3].[Cl:6][C:7]1[CH:12]=[CH:11][C:10]([CH2:13][CH2:14][C:15]([NH2:17])=[O:16])=[CH:9][CH:8]=1. Product: [Cl:6][C:7]1[CH:8]=[CH:9][C:10]([CH2:13][CH2:14][C:15]2[O:16][C:2](=[O:3])[S:4][N:17]=2)=[CH:11][CH:12]=1. The catalyst class is: 11.